Predict the product of the given reaction. From a dataset of Forward reaction prediction with 1.9M reactions from USPTO patents (1976-2016). (1) Given the reactants [NH:1]1[C:9]2[C:4](=[CH:5][CH:6]=[C:7]([CH:10]=[O:11])[CH:8]=2)[CH:3]=[N:2]1.[CH3:12][Mg]Br, predict the reaction product. The product is: [NH:1]1[C:9]2[C:4](=[CH:5][CH:6]=[C:7]([CH:10]([OH:11])[CH3:12])[CH:8]=2)[CH:3]=[N:2]1. (2) Given the reactants C(=O)(O)[O-].[Na+].[C:6]([NH:9][C:10]1[CH:15]=[CH:14][CH:13]=[CH:12][C:11]=1[OH:16])(=[O:8])[CH3:7].[CH2:17]([CH:19]([CH2:38][CH2:39][CH2:40][CH3:41])[CH2:20][N:21]([CH2:30][CH:31]([CH2:36][CH3:37])[CH2:32][CH2:33][CH2:34][CH3:35])[C:22]1[CH:27]=[CH:26][C:25]([NH2:28])=[C:24]([CH3:29])[CH:23]=1)[CH3:18], predict the reaction product. The product is: [CH2:17]([CH:19]([CH2:38][CH2:39][CH2:40][CH3:41])[CH2:20][N:21]([CH2:30][CH:31]([CH2:36][CH3:37])[CH2:32][CH2:33][CH2:34][CH3:35])[C:22]1[CH:27]=[CH:26][C:25]([N:28]=[C:14]2[CH:13]=[CH:12][C:11](=[O:16])[C:10]([NH:9][C:6](=[O:8])[CH3:7])=[CH:15]2)=[C:24]([CH3:29])[CH:23]=1)[CH3:18]. (3) Given the reactants [CH2:1]([NH:3][C:4]([C@H:6]1[CH2:11][CH2:10][C@H:9]([C:12]([O:14][CH3:15])=[O:13])[CH2:8][CH2:7]1)=O)[CH3:2].[BH4-].[Na+].C(O)(=O)C.N#N, predict the reaction product. The product is: [CH2:1]([NH:3][CH2:4][C@H:6]1[CH2:11][CH2:10][C@H:9]([C:12]([O:14][CH3:15])=[O:13])[CH2:8][CH2:7]1)[CH3:2]. (4) The product is: [CH3:1][O:2][C:3](=[O:31])[C@@H:4]([NH:20][C:21](=[O:30])[C:22]1[CH:27]=[CH:26][CH:25]=[CH:24][C:23]=1[OH:29])[CH2:5][C:6]1[CH:7]=[CH:8][C:9]([OH:12])=[CH:10][CH:11]=1. Given the reactants [CH3:1][O:2][C:3](=[O:31])[C@@H:4]([NH:20][C:21](=[O:30])[C:22]1[CH:27]=[C:26](Br)[CH:25]=[CH:24][C:23]=1[OH:29])[CH2:5][C:6]1[CH:11]=[CH:10][C:9]([O:12]CC2C=CC=CC=2)=[CH:8][CH:7]=1, predict the reaction product. (5) Given the reactants [C:1]([O:5][C:6](=[O:43])[CH2:7][CH2:8][C@H:9]([NH:28][C:29]([C:31]1[CH:35]=[C:34]([OH:36])[N:33]([C:37]2[CH:42]=[CH:41][CH:40]=[CH:39][CH:38]=2)[N:32]=1)=[O:30])[C:10](=[O:27])[N:11]1[CH2:16][CH2:15][N:14]([C:17]2[CH:22]=[CH:21][CH:20]=[C:19]([C:23]([F:26])([F:25])[F:24])[CH:18]=2)[CH2:13][CH2:12]1)([CH3:4])([CH3:3])[CH3:2].C(=O)([O-])[O-].[Cs+].[Cs+].[CH3:50][O:51][C:52]([C:54]1[O:55][C:56]([CH2:59]Cl)=[CH:57][CH:58]=1)=[O:53], predict the reaction product. The product is: [CH3:50][O:51][C:52]([C:54]1[O:55][C:56]([CH2:59][O:36][C:34]2[N:33]([C:37]3[CH:42]=[CH:41][CH:40]=[CH:39][CH:38]=3)[N:32]=[C:31]([C:29](=[O:30])[NH:28][C@H:9]([C:10]([N:11]3[CH2:12][CH2:13][N:14]([C:17]4[CH:22]=[CH:21][CH:20]=[C:19]([C:23]([F:25])([F:26])[F:24])[CH:18]=4)[CH2:15][CH2:16]3)=[O:27])[CH2:8][CH2:7][C:6]([O:5][C:1]([CH3:4])([CH3:2])[CH3:3])=[O:43])[CH:35]=2)=[CH:57][CH:58]=1)=[O:53].